From a dataset of NCI-60 drug combinations with 297,098 pairs across 59 cell lines. Regression. Given two drug SMILES strings and cell line genomic features, predict the synergy score measuring deviation from expected non-interaction effect. (1) Drug 1: CN1C2=C(C=C(C=C2)N(CCCl)CCCl)N=C1CCCC(=O)O.Cl. Drug 2: C1CCC(C(C1)N)N.C(=O)(C(=O)[O-])[O-].[Pt+4]. Cell line: OVCAR3. Synergy scores: CSS=23.7, Synergy_ZIP=-8.98, Synergy_Bliss=5.20, Synergy_Loewe=-7.17, Synergy_HSA=3.04. (2) Drug 1: C#CCC(CC1=CN=C2C(=N1)C(=NC(=N2)N)N)C3=CC=C(C=C3)C(=O)NC(CCC(=O)O)C(=O)O. Drug 2: C(CC(=O)O)C(=O)CN.Cl. Cell line: SNB-19. Synergy scores: CSS=14.7, Synergy_ZIP=-3.98, Synergy_Bliss=-3.35, Synergy_Loewe=-3.00, Synergy_HSA=-2.97.